Dataset: NCI-60 drug combinations with 297,098 pairs across 59 cell lines. Task: Regression. Given two drug SMILES strings and cell line genomic features, predict the synergy score measuring deviation from expected non-interaction effect. (1) Drug 1: C1=C(C(=O)NC(=O)N1)N(CCCl)CCCl. Drug 2: CC1CCC2CC(C(=CC=CC=CC(CC(C(=O)C(C(C(=CC(C(=O)CC(OC(=O)C3CCCCN3C(=O)C(=O)C1(O2)O)C(C)CC4CCC(C(C4)OC)OCCO)C)C)O)OC)C)C)C)OC. Cell line: HCC-2998. Synergy scores: CSS=14.8, Synergy_ZIP=-2.72, Synergy_Bliss=3.45, Synergy_Loewe=1.23, Synergy_HSA=4.90. (2) Drug 1: CCC1(CC2CC(C3=C(CCN(C2)C1)C4=CC=CC=C4N3)(C5=C(C=C6C(=C5)C78CCN9C7C(C=CC9)(C(C(C8N6C)(C(=O)OC)O)OC(=O)C)CC)OC)C(=O)OC)O.OS(=O)(=O)O. Drug 2: COCCOC1=C(C=C2C(=C1)C(=NC=N2)NC3=CC=CC(=C3)C#C)OCCOC.Cl. Cell line: A549. Synergy scores: CSS=4.33, Synergy_ZIP=-1.62, Synergy_Bliss=1.25, Synergy_Loewe=-0.849, Synergy_HSA=-0.447. (3) Drug 1: C1=NC2=C(N=C(N=C2N1C3C(C(C(O3)CO)O)F)Cl)N. Cell line: HCC-2998. Drug 2: CCN(CC)CCCC(C)NC1=C2C=C(C=CC2=NC3=C1C=CC(=C3)Cl)OC. Synergy scores: CSS=41.9, Synergy_ZIP=-8.76, Synergy_Bliss=5.62, Synergy_Loewe=-3.52, Synergy_HSA=3.89. (4) Drug 1: CNC(=O)C1=CC=CC=C1SC2=CC3=C(C=C2)C(=NN3)C=CC4=CC=CC=N4. Drug 2: CCC1=CC2CC(C3=C(CN(C2)C1)C4=CC=CC=C4N3)(C5=C(C=C6C(=C5)C78CCN9C7C(C=CC9)(C(C(C8N6C)(C(=O)OC)O)OC(=O)C)CC)OC)C(=O)OC.C(C(C(=O)O)O)(C(=O)O)O. Cell line: SF-295. Synergy scores: CSS=49.9, Synergy_ZIP=0.542, Synergy_Bliss=0.802, Synergy_Loewe=-6.46, Synergy_HSA=3.60. (5) Drug 1: CN1C(=O)N2C=NC(=C2N=N1)C(=O)N. Drug 2: N.N.Cl[Pt+2]Cl. Cell line: SK-MEL-2. Synergy scores: CSS=70.1, Synergy_ZIP=-3.06, Synergy_Bliss=-6.88, Synergy_Loewe=-6.75, Synergy_HSA=-0.403. (6) Drug 1: COC1=C(C=C2C(=C1)N=CN=C2NC3=CC(=C(C=C3)F)Cl)OCCCN4CCOCC4. Drug 2: C1CNP(=O)(OC1)N(CCCl)CCCl. Cell line: SK-MEL-2. Synergy scores: CSS=19.9, Synergy_ZIP=-0.463, Synergy_Bliss=-0.159, Synergy_Loewe=-37.0, Synergy_HSA=-0.288. (7) Drug 1: CC1=C2C(C(=O)C3(C(CC4C(C3C(C(C2(C)C)(CC1OC(=O)C(C(C5=CC=CC=C5)NC(=O)C6=CC=CC=C6)O)O)OC(=O)C7=CC=CC=C7)(CO4)OC(=O)C)O)C)OC(=O)C. Drug 2: C1=NNC2=C1C(=O)NC=N2. Cell line: MALME-3M. Synergy scores: CSS=10.7, Synergy_ZIP=-10.0, Synergy_Bliss=-8.05, Synergy_Loewe=-29.1, Synergy_HSA=-7.95.